Task: Regression. Given two drug SMILES strings and cell line genomic features, predict the synergy score measuring deviation from expected non-interaction effect.. Dataset: NCI-60 drug combinations with 297,098 pairs across 59 cell lines Drug 1: CNC(=O)C1=CC=CC=C1SC2=CC3=C(C=C2)C(=NN3)C=CC4=CC=CC=N4. Cell line: CAKI-1. Synergy scores: CSS=44.8, Synergy_ZIP=-4.68, Synergy_Bliss=-2.29, Synergy_Loewe=-3.47, Synergy_HSA=-0.860. Drug 2: C1=CC(=CC=C1CCCC(=O)O)N(CCCl)CCCl.